From a dataset of Reaction yield outcomes from USPTO patents with 853,638 reactions. Predict the reaction yield, written as a fraction of the theoretical maximum amount of product (1.0 means a 100% yield; for example, 0.34 means a 34% yield). (1) The catalyst is O1CCCC1. The reactants are C([O:3][C:4]([C:6]1[C:7]([NH:15][C:16]2[CH:21]=[CH:20][C:19]([I:22])=[CH:18][C:17]=2[F:23])=[CH:8][C:9]2[N:10]([CH:12]=[CH:13][N:14]=2)[CH:11]=1)=[O:5])C.[OH-].[Na+].Cl. The product is [F:23][C:17]1[CH:18]=[C:19]([I:22])[CH:20]=[CH:21][C:16]=1[NH:15][C:7]1[C:6]([C:4]([OH:5])=[O:3])=[CH:11][N:10]2[CH:12]=[CH:13][N:14]=[C:9]2[CH:8]=1. The yield is 1.00. (2) The yield is 0.430. The product is [Br:30][C:5]1[CH:6]=[C:7]([C:16]2[CH:17]=[C:18]([CH:21]=[C:22]([F:24])[CH:23]=2)[C:19]#[N:20])[CH:8]=[C:9]2[C:4]=1[NH:3][C:2](=[O:1])[C:10]12[CH2:11][CH2:12][CH2:13][CH2:14][CH2:15]1. The reactants are [O:1]=[C:2]1[C:10]2([CH2:15][CH2:14][CH2:13][CH2:12][CH2:11]2)[C:9]2[C:4](=[CH:5][CH:6]=[C:7]([C:16]3[CH:17]=[C:18]([CH:21]=[C:22]([F:24])[CH:23]=3)[C:19]#[N:20])[CH:8]=2)[NH:3]1.C([O-])(=O)C.[K+].[Br:30]Br. The catalyst is C(O)(=O)C.